This data is from Catalyst prediction with 721,799 reactions and 888 catalyst types from USPTO. The task is: Predict which catalyst facilitates the given reaction. (1) Reactant: Br[C:2]1[CH:3]=[CH:4][C:5]([C:12]2[CH:17]=[CH:16][C:15]([N+:18]([O-:20])=[O:19])=[CH:14][CH:13]=2)=[C:6]2[C:10]=1[NH:9][N:8]=[C:7]2[NH2:11].[CH3:21][N:22]([CH3:27])[C:23](=[O:26])[CH:24]=[CH2:25].C(N(CC)CC)C. Product: [NH2:11][C:7]1[C:6]2[C:10](=[C:2](/[CH:25]=[CH:24]/[C:23]([N:22]([CH3:27])[CH3:21])=[O:26])[CH:3]=[CH:4][C:5]=2[C:12]2[CH:17]=[CH:16][C:15]([N+:18]([O-:20])=[O:19])=[CH:14][CH:13]=2)[NH:9][N:8]=1. The catalyst class is: 1. (2) Reactant: [C:1]([NH:4][C:5]1[N:10]=[C:9]([C:11](N(OC)C)=[O:12])[C:8]([Br:17])=[CH:7][CH:6]=1)(=[O:3])[CH3:2].CC(C[AlH]CC(C)C)C. Product: [Br:17][C:8]1[CH:7]=[CH:6][C:5]([NH:4][C:1](=[O:3])[CH3:2])=[N:10][C:9]=1[CH:11]=[O:12]. The catalyst class is: 1. (3) Reactant: Cl[C:2]1[N:6]([CH3:7])[C:5]2[C:8]([CH:15]([CH2:18][CH3:19])[CH2:16][CH3:17])=[CH:9][CH:10]=[C:11]([O:12][CH2:13][CH3:14])[C:4]=2[N:3]=1.[Br:20][C:21]1[CH:26]=[C:25]([Cl:27])[CH:24]=[CH:23][C:22]=1[OH:28].C(=O)([O-])[O-].[K+].[K+].CN(C)C=O. The catalyst class is: 6. Product: [Br:20][C:21]1[CH:26]=[C:25]([Cl:27])[CH:24]=[CH:23][C:22]=1[O:28][C:2]1[N:6]([CH3:7])[C:5]2[C:8]([CH:15]([CH2:18][CH3:19])[CH2:16][CH3:17])=[CH:9][CH:10]=[C:11]([O:12][CH2:13][CH3:14])[C:4]=2[N:3]=1.